From a dataset of Reaction yield outcomes from USPTO patents with 853,638 reactions. Predict the reaction yield, written as a fraction of the theoretical maximum amount of product (1.0 means a 100% yield; for example, 0.34 means a 34% yield). (1) The reactants are [CH3:1][O:2][C:3]1[CH:16]=[CH:15][C:6]([C:7]([CH:9]2[CH2:14][CH2:13][O:12][CH2:11][CH2:10]2)=[O:8])=[CH:5][CH:4]=1.[BH4-].[Na+]. The catalyst is CO. The product is [CH3:1][O:2][C:3]1[CH:4]=[CH:5][C:6]([CH:7]([CH:9]2[CH2:14][CH2:13][O:12][CH2:11][CH2:10]2)[OH:8])=[CH:15][CH:16]=1. The yield is 0.900. (2) The reactants are [F:1][C:2]1[CH:7]=[CH:6][C:5]([CH2:8][C:9]([N:11]=[C:12]=[S:13])=[O:10])=[CH:4][CH:3]=1.[NH2:14][C:15]1[CH:43]=[CH:42][C:18]([O:19][C:20]2[CH:25]=[C:24]([NH:26][C:27]([N:29]3[CH2:34][CH2:33][CH:32]([N:35]4[CH2:40][CH2:39][N:38]([CH3:41])[CH2:37][CH2:36]4)[CH2:31][CH2:30]3)=[O:28])[N:23]=[CH:22][N:21]=2)=[C:17]([F:44])[CH:16]=1.C12(CS(O)(=O)=O)C(C)(C)C(CC1)CC2=O. The catalyst is C1(C)C=CC=CC=1.C(O)C. The product is [F:44][C:17]1[CH:16]=[C:15]([NH:14][C:12]([NH:11][C:9](=[O:10])[CH2:8][C:5]2[CH:4]=[CH:3][C:2]([F:1])=[CH:7][CH:6]=2)=[S:13])[CH:43]=[CH:42][C:18]=1[O:19][C:20]1[CH:25]=[C:24]([NH:26][C:27]([N:29]2[CH2:30][CH2:31][CH:32]([N:35]3[CH2:40][CH2:39][N:38]([CH3:41])[CH2:37][CH2:36]3)[CH2:33][CH2:34]2)=[O:28])[N:23]=[CH:22][N:21]=1. The yield is 0.460. (3) The reactants are [CH3:1][O:2][C:3]([C:5]1[C:10]([OH:11])=[N:9][C:8]([C:12]2[CH:17]=[CH:16][C:15]([Cl:18])=[CH:14][CH:13]=2)=[C:7]([C:19]2[CH:24]=[CH:23][C:22]([Cl:25])=[CH:21][CH:20]=2)[N:6]=1)=[O:4].C(=O)([O-])[O-].[Cs+].[Cs+].Br[CH2:33][CH2:34][CH3:35].[I-].[K+]. The catalyst is CN(C=O)C. The product is [CH3:1][O:2][C:3]([C:5]1[C:10]([O:11][CH2:33][CH2:34][CH3:35])=[N:9][C:8]([C:12]2[CH:13]=[CH:14][C:15]([Cl:18])=[CH:16][CH:17]=2)=[C:7]([C:19]2[CH:24]=[CH:23][C:22]([Cl:25])=[CH:21][CH:20]=2)[N:6]=1)=[O:4]. The yield is 0.940. (4) The reactants are [F:1][C:2]1[C:3]([OH:10])=[C:4]([CH:7]=[CH:8][CH:9]=1)[CH:5]=O.C(=O)([O-])[O-].[K+].[K+].Br[CH2:18][C:19]([O:21][CH2:22][CH3:23])=[O:20]. The catalyst is CN(C)C=O.O. The product is [F:1][C:2]1[C:3]2[O:10][C:18]([C:19]([O:21][CH2:22][CH3:23])=[O:20])=[CH:5][C:4]=2[CH:7]=[CH:8][CH:9]=1. The yield is 0.520. (5) The yield is 0.710. The catalyst is CN(C=O)C.CC([O-])=O.CC([O-])=O.[Pd+2].C(N(CC)CC)C. The product is [C:6]([C:5]1[CH:8]=[CH:9][C:2](/[CH:14]=[CH:13]/[C:12]([O:11][CH3:10])=[O:15])=[CH:3][CH:4]=1)#[N:7]. The reactants are Br[C:2]1[CH:9]=[CH:8][C:5]([C:6]#[N:7])=[CH:4][CH:3]=1.[CH3:10][O:11][C:12](=[O:15])[CH:13]=[CH2:14].C1C=CC(P(C2C=CC=CC=2)C2C=CC=CC=2)=CC=1.C(=O)(O)[O-].[Na+].